The task is: Regression. Given two drug SMILES strings and cell line genomic features, predict the synergy score measuring deviation from expected non-interaction effect.. This data is from NCI-60 drug combinations with 297,098 pairs across 59 cell lines. (1) Drug 1: C1C(C(OC1N2C=NC3=C(N=C(N=C32)Cl)N)CO)O. Drug 2: CC(C)CN1C=NC2=C1C3=CC=CC=C3N=C2N. Cell line: COLO 205. Synergy scores: CSS=52.7, Synergy_ZIP=4.13, Synergy_Bliss=-1.13, Synergy_Loewe=-5.09, Synergy_HSA=-0.865. (2) Drug 1: C1=NC2=C(N1)C(=S)N=C(N2)N. Drug 2: COC1=C2C(=CC3=C1OC=C3)C=CC(=O)O2. Cell line: OVCAR-4. Synergy scores: CSS=21.6, Synergy_ZIP=-4.65, Synergy_Bliss=-0.479, Synergy_Loewe=-14.6, Synergy_HSA=-0.469. (3) Drug 1: C1=NC2=C(N=C(N=C2N1C3C(C(C(O3)CO)O)F)Cl)N. Drug 2: CS(=O)(=O)OCCCCOS(=O)(=O)C. Cell line: 786-0. Synergy scores: CSS=3.41, Synergy_ZIP=-1.55, Synergy_Bliss=-0.575, Synergy_Loewe=-0.509, Synergy_HSA=-0.902. (4) Drug 1: C1=NC2=C(N=C(N=C2N1C3C(C(C(O3)CO)O)O)F)N. Drug 2: CC1=C2C(C(=O)C3(C(CC4C(C3C(C(C2(C)C)(CC1OC(=O)C(C(C5=CC=CC=C5)NC(=O)C6=CC=CC=C6)O)O)OC(=O)C7=CC=CC=C7)(CO4)OC(=O)C)O)C)OC(=O)C. Cell line: DU-145. Synergy scores: CSS=14.3, Synergy_ZIP=1.52, Synergy_Bliss=3.91, Synergy_Loewe=-13.3, Synergy_HSA=0.799. (5) Drug 1: CS(=O)(=O)C1=CC(=C(C=C1)C(=O)NC2=CC(=C(C=C2)Cl)C3=CC=CC=N3)Cl. Drug 2: CCC1=C2CN3C(=CC4=C(C3=O)COC(=O)C4(CC)O)C2=NC5=C1C=C(C=C5)O. Cell line: SW-620. Synergy scores: CSS=44.4, Synergy_ZIP=9.89, Synergy_Bliss=8.19, Synergy_Loewe=-24.6, Synergy_HSA=6.44. (6) Drug 1: CC1=C(C(CCC1)(C)C)C=CC(=CC=CC(=CC(=O)O)C)C. Drug 2: C1C(C(OC1N2C=NC3=C2NC=NCC3O)CO)O. Cell line: ACHN. Synergy scores: CSS=7.83, Synergy_ZIP=-3.57, Synergy_Bliss=-1.43, Synergy_Loewe=-2.44, Synergy_HSA=-0.800. (7) Drug 1: CC1=C2C(C(=O)C3(C(CC4C(C3C(C(C2(C)C)(CC1OC(=O)C(C(C5=CC=CC=C5)NC(=O)OC(C)(C)C)O)O)OC(=O)C6=CC=CC=C6)(CO4)OC(=O)C)OC)C)OC. Drug 2: N.N.Cl[Pt+2]Cl. Cell line: PC-3. Synergy scores: CSS=55.6, Synergy_ZIP=13.5, Synergy_Bliss=12.9, Synergy_Loewe=-2.20, Synergy_HSA=14.1. (8) Drug 1: C1CCC(CC1)NC(=O)N(CCCl)N=O. Drug 2: CN1C(=O)N2C=NC(=C2N=N1)C(=O)N. Cell line: SF-539. Synergy scores: CSS=22.4, Synergy_ZIP=-5.88, Synergy_Bliss=-0.152, Synergy_Loewe=-13.1, Synergy_HSA=-0.381.